From a dataset of Forward reaction prediction with 1.9M reactions from USPTO patents (1976-2016). Predict the product of the given reaction. (1) Given the reactants [CH3:1][O:2][C:3]1[CH:4]=[C:5]2[C:10](=[CH:11][C:12]=1[O:13][CH3:14])[N:9]=[CH:8][N:7]=[C:6]2[O:15][C:16]1[CH:22]=[CH:21][C:19]([NH2:20])=[C:18]([O:23][CH3:24])[CH:17]=1.Cl[C:26](Cl)([O:28][C:29](=[O:35])OC(Cl)(Cl)Cl)Cl.[CH:37]1(O)[CH2:43][CH2:42]C[CH2:40][CH2:39][CH2:38]1.C(=O)(O)[O-].[Na+], predict the reaction product. The product is: [CH3:1][O:2][C:3]1[CH:4]=[C:5]2[C:10](=[CH:11][C:12]=1[O:13][CH3:14])[N:9]=[CH:8][N:7]=[C:6]2[O:15][C:16]1[CH:22]=[CH:21][C:19]([NH:20][C:29](=[O:35])[O:28][CH:26]2[CH2:40][CH2:39][CH2:38][CH2:37][CH2:43][CH2:42]2)=[C:18]([O:23][CH3:24])[CH:17]=1. (2) Given the reactants [CH3:1][C:2]1[C:3](=[O:9])[NH:4][C:5](=[S:8])[NH:6][CH:7]=1.[OH-].[K+].[CH3:12]I, predict the reaction product. The product is: [CH3:1][C:2]1[C:3](=[O:9])[N:4]=[C:5]([S:8][CH3:12])[NH:6][CH:7]=1. (3) Given the reactants [NH2:1][C:2]1[CH:3]=[CH:4][C:5]([S:9]([NH2:12])(=[O:11])=[O:10])=[N:6][C:7]=1[CH3:8].C(=O)([O-])[O-].[K+].[K+].[Cl:19][CH2:20][C:21](Cl)=[O:22], predict the reaction product. The product is: [NH2:12][S:9]([C:5]1[N:6]=[C:7]([CH3:8])[C:2]([NH:1][C:21](=[O:22])[CH2:20][Cl:19])=[CH:3][CH:4]=1)(=[O:11])=[O:10]. (4) Given the reactants Br[C:2]1[CH:3]=[C:4]([N:22]([CH3:29])[CH:23]2[CH2:28][CH2:27][O:26][CH2:25][CH2:24]2)[C:5]([CH3:21])=[C:6]([CH:20]=1)[C:7]([NH:9][CH2:10][C:11]1[C:12](=[O:19])[NH:13][C:14]([CH3:18])=[CH:15][C:16]=1[CH3:17])=[O:8].CC1(C)C(C)(C)OB([C:38]2[CH:50]=[CH:49][C:41]([CH2:42][N:43]3[CH2:48][CH2:47][O:46][CH2:45][CH2:44]3)=[CH:40][CH:39]=2)O1.C([O-])([O-])=O.[Na+].[Na+], predict the reaction product. The product is: [CH3:17][C:16]1[CH:15]=[C:14]([CH3:18])[NH:13][C:12](=[O:19])[C:11]=1[CH2:10][NH:9][C:7]([C:6]1[CH:20]=[C:2]([C:38]2[CH:39]=[CH:40][C:41]([CH2:42][N:43]3[CH2:48][CH2:47][O:46][CH2:45][CH2:44]3)=[CH:49][CH:50]=2)[CH:3]=[C:4]([N:22]([CH3:29])[CH:23]2[CH2:28][CH2:27][O:26][CH2:25][CH2:24]2)[C:5]=1[CH3:21])=[O:8].